Dataset: Forward reaction prediction with 1.9M reactions from USPTO patents (1976-2016). Task: Predict the product of the given reaction. The product is: [OH:10][CH2:9][C:8]1[CH:13]=[CH:14][C:5]([C:3]#[N:4])=[C:6]([CH3:15])[CH:7]=1. Given the reactants [BH4-].[Li+].[C:3]([C:5]1[CH:14]=[CH:13][C:8]([C:9](OC)=[O:10])=[CH:7][C:6]=1[CH3:15])#[N:4], predict the reaction product.